Predict the reaction yield, written as a fraction of the theoretical maximum amount of product (1.0 means a 100% yield; for example, 0.34 means a 34% yield). From a dataset of Reaction yield outcomes from USPTO patents with 853,638 reactions. (1) The reactants are Br[C:2]1[CH:3]=[C:4]([O:18][CH2:19][CH3:20])[C:5]([O:8][CH2:9][C:10]2[CH:15]=[CH:14][C:13]([O:16][CH3:17])=[CH:12][CH:11]=2)=[N:6][CH:7]=1.[CH3:21][C:22]1([CH3:38])[C:26]([CH3:28])([CH3:27])[O:25][B:24]([B:24]2[O:25][C:26]([CH3:28])([CH3:27])[C:22]([CH3:38])([CH3:21])[O:23]2)[O:23]1.CC([O-])=O.[K+]. The catalyst is O1CCOCC1.C1C=CC(P(C2C=CC=CC=2)[C-]2C=CC=C2)=CC=1.C1C=CC(P(C2C=CC=CC=2)[C-]2C=CC=C2)=CC=1.Cl[Pd]Cl.[Fe+2]. The product is [CH2:19]([O:18][C:4]1[C:5]([O:8][CH2:9][C:10]2[CH:15]=[CH:14][C:13]([O:16][CH3:17])=[CH:12][CH:11]=2)=[N:6][CH:7]=[C:2]([B:24]2[O:25][C:26]([CH3:28])([CH3:27])[C:22]([CH3:38])([CH3:21])[O:23]2)[CH:3]=1)[CH3:20]. The yield is 0.810. (2) The reactants are [CH3:1][S:2]([C:5]1[S:6][C:7]([C@@H:10]([NH:13]S(C(C)(C)C)=O)[CH2:11][CH3:12])=[CH:8][N:9]=1)(=[O:4])=[O:3].[ClH:20]. The catalyst is CO. The product is [ClH:20].[CH3:1][S:2]([C:5]1[S:6][C:7]([C@@H:10]([NH2:13])[CH2:11][CH3:12])=[CH:8][N:9]=1)(=[O:3])=[O:4]. The yield is 0.980. (3) The reactants are [CH3:1][O:2][C:3](=[O:15])[C:4]1[CH:9]=[C:8]([S:10]([CH3:13])(=[O:12])=[O:11])[CH:7]=[CH:6][C:5]=1I.[C:16]1([Sn](CCCC)(CCCC)CCCC)[CH:21]=[CH:20][CH:19]=[CH:18][CH:17]=1.C1([As](C2C=CC=CC=2)C2C=CC=CC=2)C=CC=CC=1. The catalyst is CN(C)C=O.[Pd].[Pd].C(=CC(C=CC1C=CC=CC=1)=O)C1C=CC=CC=1.C(=CC(C=CC1C=CC=CC=1)=O)C1C=CC=CC=1.C(=CC(C=CC1C=CC=CC=1)=O)C1C=CC=CC=1.[Cu](I)I. The product is [CH3:1][O:2][C:3]([C:4]1[C:5]([C:16]2[CH:21]=[CH:20][CH:19]=[CH:18][CH:17]=2)=[CH:6][CH:7]=[C:8]([S:10]([CH3:13])(=[O:12])=[O:11])[CH:9]=1)=[O:15]. The yield is 0.990. (4) The reactants are [N:1]1[C:5]2[CH:6]=[CH:7][CH:8]=[CH:9][C:4]=2[NH:3][C:2]=1[S:10][CH2:11][CH2:12][N:13]1[CH2:18][CH2:17][N:16]([CH2:19][C:20]([NH:22][C:23]2[C:24]([S:32][CH3:33])=[N:25][C:26]([CH3:31])=[CH:27][C:28]=2[S:29][CH3:30])=[O:21])[CH2:15][CH2:14]1.B1([O-])O[O:35]1.O.O.O.O.[Na+]. The catalyst is C(O)(=O)C. The product is [N:1]1[C:5]2[CH:6]=[CH:7][CH:8]=[CH:9][C:4]=2[NH:3][C:2]=1[S:10][CH2:11][CH2:12][N:13]1[CH2:14][CH2:15][N:16]([CH2:19][C:20]([NH:22][C:23]2[C:24]([S:32][CH3:33])=[N:25][C:26]([CH3:31])=[CH:27][C:28]=2[S:29]([CH3:30])=[O:35])=[O:21])[CH2:17][CH2:18]1. The yield is 0.0700. (5) The reactants are [Br:1][C:2]1[CH:7]=[CH:6][C:5]([NH:8][C:9]2[C:10]([C:18](O)=[O:19])=[CH:11][N:12]([CH3:17])[C:13](=[O:16])[C:14]=2[F:15])=[C:4]([F:21])[CH:3]=1.CCN=C=NCCCN(C)C.C1C=CC2N(O)[N:40]=[N:39]C=2C=1.NN.CCN(CC)CC. The catalyst is CN(C=O)C.CCOC(C)=O. The product is [Br:1][C:2]1[CH:7]=[CH:6][C:5]([NH:8][C:9]2[C:10]([C:18]([NH:39][NH2:40])=[O:19])=[CH:11][N:12]([CH3:17])[C:13](=[O:16])[C:14]=2[F:15])=[C:4]([F:21])[CH:3]=1. The yield is 0.890. (6) The reactants are [NH2:1][C:2]1[N:3]=[C:4]([NH:17][CH:18]2[CH2:23][CH2:22][NH:21][CH2:20][CH2:19]2)[S:5][C:6]=1[C:7]([C:9]1[C:14]([F:15])=[CH:13][CH:12]=[CH:11][C:10]=1[F:16])=[O:8].[CH:24]1[CH:29]=[CH:28][C:27]([O:30][C:31](Cl)=[S:32])=[CH:26][CH:25]=1. No catalyst specified. The product is [C:27]1([O:30][C:31]([N:21]2[CH2:22][CH2:23][CH:18]([NH:17][C:4]3[S:5][C:6]([C:7](=[O:8])[C:9]4[C:14]([F:15])=[CH:13][CH:12]=[CH:11][C:10]=4[F:16])=[C:2]([NH2:1])[N:3]=3)[CH2:19][CH2:20]2)=[S:32])[CH:28]=[CH:29][CH:24]=[CH:25][CH:26]=1. The yield is 0.860.